From a dataset of Blood-brain barrier permeability classification from the B3DB database. Regression/Classification. Given a drug SMILES string, predict its absorption, distribution, metabolism, or excretion properties. Task type varies by dataset: regression for continuous measurements (e.g., permeability, clearance, half-life) or binary classification for categorical outcomes (e.g., BBB penetration, CYP inhibition). Dataset: b3db_classification. The compound is CC(Cc1ccccc1)NC(=O)C(N)CCCCN. The result is 1 (penetrates BBB).